From a dataset of Catalyst prediction with 721,799 reactions and 888 catalyst types from USPTO. Predict which catalyst facilitates the given reaction. (1) Reactant: [Cl:1][C:2]1[CH:28]=[CH:27][C:5]2[N:6]=[C:7]([N:9]3[CH2:14][CH2:13][N:12]([CH2:15][C:16]4[CH:17]=[C:18]([O:23]C(=O)C)[CH:19]=[C:20]([CH3:22])[CH:21]=4)[CH2:11][CH2:10]3)[S:8][C:4]=2[CH:3]=1.[OH-].[Na+]. Product: [Cl:1][C:2]1[CH:28]=[CH:27][C:5]2[N:6]=[C:7]([N:9]3[CH2:14][CH2:13][N:12]([CH2:15][C:16]4[CH:17]=[C:18]([OH:23])[CH:19]=[C:20]([CH3:22])[CH:21]=4)[CH2:11][CH2:10]3)[S:8][C:4]=2[CH:3]=1. The catalyst class is: 5. (2) Reactant: COC1C=CC(C[N:10]2[C:14]3([C:25]4[CH:30]=[CH:29][N:28]=[CH:27][CH:26]=4)[CH2:15][N:16](C(OC(C)(C)C)=O)[CH2:17][CH:13]3[CH2:12][O:11]2)=CC=1.FC(F)(F)C(O)=O. Product: [N:28]1[CH:27]=[CH:26][C:25]([C:14]23[CH2:15][NH:16][CH2:17][CH:13]2[CH2:12][O:11][NH:10]3)=[CH:30][CH:29]=1. The catalyst class is: 4.